From a dataset of Full USPTO retrosynthesis dataset with 1.9M reactions from patents (1976-2016). Predict the reactants needed to synthesize the given product. (1) Given the product [CH:10]1[C:11]2[CH:12]([CH2:14][CH2:15][CH:16]3[C:28]4[CH:27]=[CH:26][CH:25]=[CH:24][C:23]=4[C:22]4[C:17]3=[CH:18][CH:19]=[CH:20][CH:21]=4)[C:13]3[C:5](=[CH:4][CH:3]=[CH:2][CH:1]=3)[C:6]=2[CH:7]=[CH:8][CH:9]=1.[CH2:31]=[O:32], predict the reactants needed to synthesize it. The reactants are: [CH:1]1[C:13]2[CH:12]([CH2:14][CH2:15][CH:16]3[C:28]4[CH:27]=[CH:26][CH:25]=[CH:24][C:23]=4[C:22]4[C:17]3=[CH:18][CH:19]=[CH:20][CH:21]=4)[C:11]3[C:6](=[CH:7][CH:8]=[CH:9][CH:10]=3)[C:5]=2[CH:4]=[CH:3][CH:2]=1.CN(C)[CH:31]=[O:32]. (2) Given the product [F:24][C:16]1[CH:15]=[C:14]([NH:13][C:31]([C:26]2[CH:27]=[CH:28][CH:29]=[CH:30][N:25]=2)=[O:32])[CH:23]=[CH:22][C:17]=1[C:18]([O:20][CH3:21])=[O:19], predict the reactants needed to synthesize it. The reactants are: Cl.CN(C)CCCN=C=NCC.[NH2:13][C:14]1[CH:23]=[CH:22][C:17]([C:18]([O:20][CH3:21])=[O:19])=[C:16]([F:24])[CH:15]=1.[N:25]1[CH:30]=[CH:29][CH:28]=[CH:27][C:26]=1[C:31](O)=[O:32]. (3) Given the product [S:9]1[C:5]2[CH:4]=[CH:3][C:2]([C:17]3[CH:22]=[CH:21][C:20]([C:23]4[N:24]([CH2:32][C@@H:33]5[CH2:37][CH2:36][N:35]([C:38]([CH:40]6[CH2:41][CH2:42]6)=[O:39])[CH2:34]5)[C:25]5[CH:30]=[CH:29][N:28]=[CH:27][C:26]=5[N:31]=4)=[CH:19][CH:18]=3)=[CH:10][C:6]=2[N:7]=[CH:8]1, predict the reactants needed to synthesize it. The reactants are: Br[C:2]1[CH:3]=[CH:4][C:5]2[S:9][CH:8]=[N:7][C:6]=2[CH:10]=1.C([O-])(=O)C.[K+].Br[C:17]1[CH:22]=[CH:21][C:20]([C:23]2[N:24]([CH2:32][C@@H:33]3[CH2:37][CH2:36][N:35]([C:38]([CH:40]4[CH2:42][CH2:41]4)=[O:39])[CH2:34]3)[C:25]3[CH:30]=[CH:29][N:28]=[CH:27][C:26]=3[N:31]=2)=[CH:19][CH:18]=1.C(=O)([O-])[O-].[K+].[K+]. (4) Given the product [Cl:1][C:2]1[CH:11]=[CH:10][CH:9]=[C:8]2[C:3]=1[N:4]=[C:5]([C:14]1[CH:19]=[CH:18][CH:17]=[C:16]([F:20])[CH:15]=1)[C:6]([CH:12]([OH:13])[CH3:21])=[N:7]2, predict the reactants needed to synthesize it. The reactants are: [Cl:1][C:2]1[CH:11]=[CH:10][CH:9]=[C:8]2[C:3]=1[N:4]=[C:5]([C:14]1[CH:19]=[CH:18][CH:17]=[C:16]([F:20])[CH:15]=1)[C:6]([CH:12]=[O:13])=[N:7]2.[CH2:21]1COCC1.C[Mg]Br.C(OCC)C.